Dataset: Forward reaction prediction with 1.9M reactions from USPTO patents (1976-2016). Task: Predict the product of the given reaction. (1) Given the reactants Br[C:2]1[C:9]([F:10])=[C:8]([F:11])[C:5]([C:6]#[N:7])=[C:4]([F:12])[C:3]=1[F:13].[CH3:14][C:15]1[CH:20]=[CH:19][CH:18]=[C:17]([CH3:21])[C:16]=1B(O)O.COC1C=CC=C(OC)C=1C1C=CC=CC=1P(C1CCCCC1)C1CCCCC1.P([O-])([O-])([O-])=O.[K+].[K+].[K+], predict the reaction product. The product is: [F:11][C:8]1[C:9]([F:10])=[C:2]([C:16]2[C:17]([CH3:21])=[CH:18][CH:19]=[CH:20][C:15]=2[CH3:14])[C:3]([F:13])=[C:4]([F:12])[C:5]=1[C:6]#[N:7]. (2) Given the reactants [O:1]=[C:2]1[C:26]2[C:21](=[CH:22][CH:23]=[CH:24][CH:25]=2)[O:20][C:4]2([CH2:9][CH2:8][N:7](C(OCC3C=CC=CC=3)=O)[CH2:6][CH2:5]2)[CH2:3]1.[H][H], predict the reaction product. The product is: [NH:7]1[CH2:8][CH2:9][C:4]2([CH2:3][C:2](=[O:1])[C:26]3[C:21](=[CH:22][CH:23]=[CH:24][CH:25]=3)[O:20]2)[CH2:5][CH2:6]1. (3) Given the reactants Cl[C:2]1[CH:16]=[N:15][C:14]2[CH:13]=[CH:12][C:7]3=[N:8][CH:9]=[CH:10][CH:11]=[C:6]3[C:5](=[O:17])[C:4]=2[CH:3]=1.[C:18]1(B(O)O)[CH:23]=[CH:22][CH:21]=[CH:20][CH:19]=1.C([O-])([O-])=O.[K+].[K+], predict the reaction product. The product is: [C:18]1([C:2]2[CH:16]=[N:15][C:14]3[CH:13]=[CH:12][C:7]4=[N:8][CH:9]=[CH:10][CH:11]=[C:6]4[C:5](=[O:17])[C:4]=3[CH:3]=2)[CH:23]=[CH:22][CH:21]=[CH:20][CH:19]=1.